The task is: Predict the reactants needed to synthesize the given product.. This data is from Full USPTO retrosynthesis dataset with 1.9M reactions from patents (1976-2016). (1) Given the product [CH2:1]([O:3][C:4]([N:6]1[CH2:7][CH2:8][N:9]([CH:24]([C:19]2[CH:20]=[CH:21][CH:22]=[C:17]([CH:14]([CH3:16])[CH3:15])[CH:18]=2)[CH2:25][OH:26])[CH2:10][CH2:11]1)=[O:5])[CH3:2], predict the reactants needed to synthesize it. The reactants are: [CH2:1]([O:3][C:4]([N:6]1[CH2:11][CH2:10][NH:9][CH2:8][CH2:7]1)=[O:5])[CH3:2].[OH-].[OH-].[CH:14]([C:17]1[CH:18]=[C:19]([B+2])[CH:20]=[CH:21][CH:22]=1)([CH3:16])[CH3:15].[CH:24](=O)[CH2:25][OH:26]. (2) Given the product [CH2:28]([C:24]1[O:23][C:22]([S:21][CH2:20][C:10]2[N:9]=[C:8]([NH:7][CH2:6][CH2:35][OH:36])[CH:13]=[C:12]([N:14]3[CH2:15][CH2:16][O:17][CH2:18][CH2:19]3)[CH:11]=2)=[N:26][C:25]=1[CH3:27])[CH3:29], predict the reactants needed to synthesize it. The reactants are: C(O[C:6](=O)[NH:7][C:8]1[CH:13]=[C:12]([N:14]2[CH2:19][CH2:18][O:17][CH2:16][CH2:15]2)[CH:11]=[C:10]([CH2:20][S:21][C:22]2[O:23][C:24]([CH2:28][CH3:29])=[C:25]([CH3:27])[N:26]=2)[N:9]=1)(C)(C)C.[H-].[Na+].BrC[CH2:35][O:36][Si](C(C)(C)C)(C)C.O. (3) Given the product [CH3:14][C:4]1[N:3]=[C:2]([NH:20][CH2:15][C:16]([CH3:19])([CH3:18])[CH3:17])[C:7]2[N:8]=[C:9]([S:12][CH3:13])[N:10]=[CH:11][C:6]=2[CH:5]=1, predict the reactants needed to synthesize it. The reactants are: Cl[C:2]1[C:7]2[N:8]=[C:9]([S:12][CH3:13])[N:10]=[CH:11][C:6]=2[CH:5]=[C:4]([CH3:14])[N:3]=1.[CH2:15]([NH2:20])[C:16]([CH3:19])([CH3:18])[CH3:17].